This data is from Catalyst prediction with 721,799 reactions and 888 catalyst types from USPTO. The task is: Predict which catalyst facilitates the given reaction. (1) Reactant: [F:1][C:2]1[CH:7]=[CH:6][C:5]([C:8]([CH2:20][N:21]2[CH:25]=[CH:24][N:23]=[CH:22]2)=[CH:9][C:10]2[CH:19]=[CH:18][C:13]([C:14]([O:16]C)=[O:15])=[CH:12][CH:11]=2)=[CH:4][CH:3]=1.[OH-].[Na+]. Product: [F:1][C:2]1[CH:7]=[CH:6][C:5]([C:8]([CH2:20][N:21]2[CH:25]=[CH:24][N:23]=[CH:22]2)=[CH:9][C:10]2[CH:19]=[CH:18][C:13]([C:14]([OH:16])=[O:15])=[CH:12][CH:11]=2)=[CH:4][CH:3]=1. The catalyst class is: 5. (2) Reactant: [CH3:1][C:2]1[CH:3]=[N:4][C:5]([CH2:11][S+:12]([O-:24])[C:13]2[N-:14][C:15]3[CH:16]=[CH:17][C:18]([O:22][CH3:23])=[CH:19][C:20]=3[N:21]=2)=[C:6]([CH3:10])[C:7]=1[O:8][CH3:9].[K+].O.O.O.O.O.O.O.S([O-])([O-])(=O)=O.[Mg+2:38]. Product: [CH3:1][C:2]1[C:7]([O:8][CH3:9])=[C:6]([CH3:10])[C:5]([CH2:11][S@@:12]([C:13]2[N-:14][C:15]3[CH:16]=[CH:17][C:18]([O:22][CH3:23])=[CH:19][C:20]=3[N:21]=2)=[O:24])=[N:4][CH:3]=1.[Mg+2:38]. The catalyst class is: 5. (3) Reactant: [NH2:1][C:2]1[C:10]2[C:9]([C:11]3[CH:16]=[CH:15][CH:14]=[C:13]([NH2:17])[CH:12]=3)=[N:8][CH:7]=[N:6][C:5]=2[S:4][C:3]=1[C:18]([NH2:20])=[O:19].Cl[C:22](OC1C=CC([N+]([O-])=O)=CC=1)=[O:23].C(N(CC)CC)C.[NH2:41][C:42]1[CH:47]=[CH:46][CH:45]=[CH:44][N:43]=1. Product: [NH2:1][C:2]1[C:10]2[C:9]([C:11]3[CH:16]=[CH:15][CH:14]=[C:13]([NH:17][C:22]([NH:41][C:42]4[CH:47]=[CH:46][CH:45]=[CH:44][N:43]=4)=[O:23])[CH:12]=3)=[N:8][CH:7]=[N:6][C:5]=2[S:4][C:3]=1[C:18]([NH2:20])=[O:19]. The catalyst class is: 1. (4) Reactant: [C:1]([O:4][CH2:5][CH:6]1[CH:10]([O:11][C:12](=[O:14])[CH3:13])[CH:9]([O:15][C:16]([O:18][CH:19]([CH3:21])[CH3:20])=[O:17])[CH:8]([N:22]2[C:26]3[N:27]=[C:28]([NH:31]C=O)[N:29]=[CH:30][C:25]=3[S:24][C:23]2=[O:34])[O:7]1)(=[O:3])[CH3:2].CC(O)=O. Product: [C:1]([O:4][CH2:5][CH:6]1[CH:10]([O:11][C:12](=[O:14])[CH3:13])[CH:9]([O:15][C:16]([O:18][CH:19]([CH3:21])[CH3:20])=[O:17])[CH:8]([N:22]2[C:26]3[N:27]=[C:28]([NH2:31])[N:29]=[CH:30][C:25]=3[S:24][C:23]2=[O:34])[O:7]1)(=[O:3])[CH3:2]. The catalyst class is: 5. (5) Reactant: [CH2:1]([NH:8][CH2:9][C:10]([C:12]1[CH:17]=[CH:16][C:15]([O:18][CH3:19])=[CH:14][CH:13]=1)=[O:11])[C:2]1[CH:7]=[CH:6][CH:5]=[CH:4][CH:3]=1.[BH4-].[Na+]. Product: [CH2:1]([NH:8][CH2:9][CH:10]([C:12]1[CH:13]=[CH:14][C:15]([O:18][CH3:19])=[CH:16][CH:17]=1)[OH:11])[C:2]1[CH:3]=[CH:4][CH:5]=[CH:6][CH:7]=1. The catalyst class is: 5. (6) Reactant: C([N:8]1[CH2:13][CH2:12][CH:11]([N:14]2[CH2:19][CH2:18][CH:17]([O:20][CH3:21])[CH2:16][CH2:15]2)[CH2:10][CH2:9]1)C1C=CC=CC=1.[H][H]. Product: [CH3:21][O:20][CH:17]1[CH2:18][CH2:19][N:14]([CH:11]2[CH2:12][CH2:13][NH:8][CH2:9][CH2:10]2)[CH2:15][CH2:16]1. The catalyst class is: 838. (7) Reactant: [C:1]([O:5][C@@H:6]([C:12]1[C:27]([CH3:28])=[CH:26][C:15]2[N:16]=[C:17]([C:19]3[CH:24]=[CH:23][N:22]=[C:21](Cl)[CH:20]=3)[S:18][C:14]=2[C:13]=1[C:29]1[CH:34]=[CH:33][C:32]([Cl:35])=[CH:31][CH:30]=1)[C:7]([O:9][CH2:10][CH3:11])=[O:8])([CH3:4])([CH3:3])[CH3:2].CC1(C)C(C)(C)OB([C:44]2[CH:53]=[N:52][C:51]3[NH:50][C:49](=[O:54])[CH2:48][O:47][C:46]=3[CH:45]=2)O1.C([O-])([O-])=O.[K+].[K+]. Product: [C:1]([O:5][C@@H:6]([C:12]1[C:27]([CH3:28])=[CH:26][C:15]2[N:16]=[C:17]([C:19]3[CH:24]=[CH:23][N:22]=[C:21]([C:44]4[CH:53]=[N:52][C:51]5[NH:50][C:49](=[O:54])[CH2:48][O:47][C:46]=5[CH:45]=4)[CH:20]=3)[S:18][C:14]=2[C:13]=1[C:29]1[CH:34]=[CH:33][C:32]([Cl:35])=[CH:31][CH:30]=1)[C:7]([O:9][CH2:10][CH3:11])=[O:8])([CH3:2])([CH3:3])[CH3:4]. The catalyst class is: 77. (8) Reactant: [F:1][C:2]1[CH:3]=[C:4]([C:16]([NH:18][CH2:19][C:20]2[CH:29]=[CH:28][C:23]([C:24]([O:26]C)=[O:25])=[CH:22][CH:21]=2)=[O:17])[C:5]([O:8][C:9]2[CH:14]=[CH:13][C:12]([F:15])=[CH:11][CH:10]=2)=[N:6][CH:7]=1.[OH-].[Na+]. Product: [F:1][C:2]1[CH:3]=[C:4]([C:16]([NH:18][CH2:19][C:20]2[CH:21]=[CH:22][C:23]([C:24]([OH:26])=[O:25])=[CH:28][CH:29]=2)=[O:17])[C:5]([O:8][C:9]2[CH:14]=[CH:13][C:12]([F:15])=[CH:11][CH:10]=2)=[N:6][CH:7]=1. The catalyst class is: 5.